Task: Predict the product of the given reaction.. Dataset: Forward reaction prediction with 1.9M reactions from USPTO patents (1976-2016) (1) Given the reactants [NH2:1][C:2]1[CH:10]=[C:9]([C:11]([F:14])([F:13])[F:12])[CH:8]=[CH:7][C:3]=1[C:4]([OH:6])=O.N1[CH:19]=[CH:18]N=C1.C(Cl)(=O)C.Cl.[NH2:25][CH:26]1[CH2:31][CH2:30][C:29](=[O:32])[NH:28][C:27]1=[O:33].P(OC1C=CC=CC=1)(OC1C=CC=CC=1)OC1C=CC=CC=1, predict the reaction product. The product is: [CH3:18][C:19]1[N:25]([CH:26]2[CH2:31][CH2:30][C:29](=[O:32])[NH:28][C:27]2=[O:33])[C:4](=[O:6])[C:3]2[C:2](=[CH:10][C:9]([C:11]([F:14])([F:13])[F:12])=[CH:8][CH:7]=2)[N:1]=1. (2) Given the reactants [Cl:1][C:2]1[N:10]=[C:9]2[C:5]([N:6]=[CH:7][N:8]2[C@@H:11]2[CH2:15][C@H:14]([NH:16][C:17](=[O:20])[CH2:18]C)[C@@H:13]([OH:21])[C@H:12]2[OH:22])=[C:4]([NH:23][CH2:24][CH:25]([C:32]2[CH:37]=[CH:36][CH:35]=[CH:34][CH:33]=2)C2C=CC=CC=2)[N:3]=1.ClC1N=C2C(N=CN2[C@@H]2C[C@H](N[C:54](=[O:57])CC)[C@@H](O)[C@H]2O)=C(Cl)N=1.ClC1N=C2C(N=CN2[C@@H]2C[C@H](NC(COC(=O)C)=[O:78])[C@@H](O)[C@H]2O)=C(Cl)N=1.C1(C(C2C=CC=CC=2)CN)C=CC=CC=1, predict the reaction product. The product is: [CH2:25]([C@H:24]([NH:23][C:4]1[N:3]=[C:2]([Cl:1])[N:10]=[C:9]2[C:5]=1[N:6]=[CH:7][N:8]2[C@@H:11]1[CH2:15][C@H:14]([NH:16][C:17](=[O:20])[CH2:18][OH:78])[C@@H:13]([OH:21])[C@H:12]1[OH:22])[CH2:54][OH:57])[C:32]1[CH:37]=[CH:36][CH:35]=[CH:34][CH:33]=1. (3) Given the reactants [N:1]1[CH:6]=[CH:5][CH:4]=[C:3]([NH:7][C:8]([C:10]2[CH:18]=[C:17]3[C:13]([CH:14]=[C:15]4[C:22](=O)[CH2:21][CH2:20][CH2:19][N:16]43)=[CH:12][CH:11]=2)=[O:9])[CH:2]=1.Cl.[NH2:25][OH:26].N1C=CC=CC=1, predict the reaction product. The product is: [N:1]1[CH:6]=[CH:5][CH:4]=[C:3]([NH:7][C:8]([C:10]2[CH:18]=[C:17]3[C:13]([CH:14]=[C:15]4[C:22](=[N:25][OH:26])[CH2:21][CH2:20][CH2:19][N:16]43)=[CH:12][CH:11]=2)=[O:9])[CH:2]=1.